Dataset: Reaction yield outcomes from USPTO patents with 853,638 reactions. Task: Predict the reaction yield, written as a fraction of the theoretical maximum amount of product (1.0 means a 100% yield; for example, 0.34 means a 34% yield). (1) The reactants are [F:1][C:2]1[CH:11]=[C:10]2[C:5]([C:6]([CH2:34][CH2:35][CH3:36])([CH2:31][CH2:32][CH3:33])[C:7](=[O:30])[C:8]([C:13]3[NH:18][C:17]4[CH:19]=[CH:20][C:21]([NH:23][S:24]([NH2:27])(=[O:26])=[O:25])=[CH:22][C:16]=4[S:15](=[O:29])(=[O:28])[N:14]=3)=[C:9]2[OH:12])=[CH:4][CH:3]=1.[OH-].[Na+:38]. The catalyst is C(#N)C. The product is [NH2:27][S:24]([NH:23][C:21]1[CH:20]=[CH:19][C:17]2[NH:18][C:13]([C:8]3[C:7](=[O:30])[C:6]([CH2:31][CH2:32][CH3:33])([CH2:34][CH2:35][CH3:36])[C:5]4[C:10](=[CH:11][C:2]([F:1])=[CH:3][CH:4]=4)[C:9]=3[O-:12])=[N:14][S:15](=[O:29])(=[O:28])[C:16]=2[CH:22]=1)(=[O:25])=[O:26].[Na+:38]. The yield is 0.550. (2) The reactants are Cl.[CH:2]([N:5]1[C:9]([C:10]2[N:19]=[C:18]3[N:12]([CH2:13][CH2:14][O:15][C:16]4[CH:23]=[C:22]([CH:24]5[CH2:29][CH2:28][NH:27][CH2:26][CH2:25]5)[CH:21]=[CH:20][C:17]=43)[CH:11]=2)=[N:8][C:7]([CH3:30])=[N:6]1)([CH3:4])[CH3:3].C(N(CC)CC)C.Cl[CH2:39][C:40]([NH:42][CH3:43])=[O:41]. The yield is 0.140. The catalyst is [I-].C([N+](CCCC)(CCCC)CCCC)CCC. The product is [CH:2]([N:5]1[C:9]([C:10]2[N:19]=[C:18]3[C:17]4[CH:20]=[CH:21][C:22]([CH:24]5[CH2:29][CH2:28][N:27]([CH2:39][C:40]([NH:42][CH3:43])=[O:41])[CH2:26][CH2:25]5)=[CH:23][C:16]=4[O:15][CH2:14][CH2:13][N:12]3[CH:11]=2)=[N:8][C:7]([CH3:30])=[N:6]1)([CH3:4])[CH3:3].